This data is from Peptide-MHC class I binding affinity with 185,985 pairs from IEDB/IMGT. The task is: Regression. Given a peptide amino acid sequence and an MHC pseudo amino acid sequence, predict their binding affinity value. This is MHC class I binding data. The peptide sequence is KEGSYPKL. The MHC is H-2-Kb with pseudo-sequence H-2-Kb. The binding affinity (normalized) is 0.0735.